This data is from Forward reaction prediction with 1.9M reactions from USPTO patents (1976-2016). The task is: Predict the product of the given reaction. (1) Given the reactants [C:1]([O:12][CH3:13])(=[O:11])[C:2]1[CH:10]=[CH:9][C:7]([OH:8])=[C:4]([O:5][CH3:6])[CH:3]=1.Br[CH2:15][CH2:16][O:17][CH3:18].C([O-])([O-])=O.[K+].[K+], predict the reaction product. The product is: [CH3:6][O:5][C:4]1[CH:3]=[C:2]([CH:10]=[CH:9][C:7]=1[O:8][CH2:15][CH2:16][O:17][CH3:18])[C:1]([O:12][CH3:13])=[O:11]. (2) Given the reactants N1C=CC=CC=1.[NH2:7][C:8]1[CH:25]=[CH:24][C:11]([O:12][C:13]2[C:22]3[N:21]=[CH:20][C:19](=[O:23])[NH:18][C:17]=3[N:16]=[CH:15][CH:14]=2)=[CH:10][C:9]=1[F:26].Cl[C:28]([O:30][C:31]1[CH:36]=[CH:35][CH:34]=[CH:33][CH:32]=1)=[O:29], predict the reaction product. The product is: [F:26][C:9]1[CH:10]=[C:11]([O:12][C:13]2[C:22]3[N:21]=[CH:20][C:19](=[O:23])[NH:18][C:17]=3[N:16]=[CH:15][CH:14]=2)[CH:24]=[CH:25][C:8]=1[NH:7][C:28](=[O:29])[O:30][C:31]1[CH:36]=[CH:35][CH:34]=[CH:33][CH:32]=1. (3) The product is: [CH3:1][C:2]1[CH:10]=[CH:9][C:5]([C:6]([Cl:13])=[O:7])=[CH:4][CH:3]=1. Given the reactants [CH3:1][C:2]1[CH:10]=[CH:9][C:5]([C:6](O)=[O:7])=[CH:4][CH:3]=1.S(Cl)([Cl:13])=O, predict the reaction product. (4) The product is: [C:1]([O:5][C:6]([N:8]1[CH2:13][CH2:12][N:11]([C:14]2[C:23](=[O:25])[NH:22][C:21]3[C:16](=[CH:17][CH:18]=[CH:19][CH:20]=3)[N:15]=2)[CH2:10][CH2:9]1)=[O:7])([CH3:4])([CH3:3])[CH3:2]. Given the reactants [C:1]([O:5][C:6]([N:8]1[CH2:13][CH2:12][N:11]([C:14]2[C:23](Cl)=[N:22][C:21]3[C:16](=[CH:17][CH:18]=[CH:19][CH:20]=3)[N:15]=2)[CH2:10][CH2:9]1)=[O:7])([CH3:4])([CH3:3])[CH3:2].[OH-:25].[Na+].[Cl-].[Na+], predict the reaction product. (5) Given the reactants [C:1]([C:3]1[CH:8]=[CH:7][CH:6]=[C:5]([C:9]#[N:10])[CH:4]=1)#[N:2].[Li+].CC([N-]C(C)C)C.[B:19](OC)([O:22]C)[O:20]C.O, predict the reaction product. The product is: [C:1]([C:3]1[CH:8]=[CH:7][CH:6]=[C:5]([C:9]#[N:10])[C:4]=1[B:19]([OH:22])[OH:20])#[N:2]. (6) Given the reactants C([O:3][C:4]([C:6]1([CH3:35])[CH2:11][CH2:10][N:9]([C:12]2[N:17]=[CH:16][C:15]([C:18]3[CH:19]=[C:20]([CH2:33][CH3:34])[C:21]4[S:25][C:24]([NH:26][C:27]([NH:29][CH2:30][CH3:31])=[O:28])=[N:23][C:22]=4[CH:32]=3)=[CH:14][N:13]=2)[CH2:8][CH2:7]1)=[O:5])C.[OH-].[Na+].Cl, predict the reaction product. The product is: [CH2:33]([C:20]1[C:21]2[S:25][C:24]([NH:26][C:27]([NH:29][CH2:30][CH3:31])=[O:28])=[N:23][C:22]=2[CH:32]=[C:18]([C:15]2[CH:14]=[N:13][C:12]([N:9]3[CH2:10][CH2:11][C:6]([CH3:35])([C:4]([OH:5])=[O:3])[CH2:7][CH2:8]3)=[N:17][CH:16]=2)[CH:19]=1)[CH3:34].